This data is from NCI-60 drug combinations with 297,098 pairs across 59 cell lines. The task is: Regression. Given two drug SMILES strings and cell line genomic features, predict the synergy score measuring deviation from expected non-interaction effect. (1) Drug 1: CC1=C2C(C(=O)C3(C(CC4C(C3C(C(C2(C)C)(CC1OC(=O)C(C(C5=CC=CC=C5)NC(=O)C6=CC=CC=C6)O)O)OC(=O)C7=CC=CC=C7)(CO4)OC(=O)C)O)C)OC(=O)C. Drug 2: CS(=O)(=O)CCNCC1=CC=C(O1)C2=CC3=C(C=C2)N=CN=C3NC4=CC(=C(C=C4)OCC5=CC(=CC=C5)F)Cl. Cell line: SNB-19. Synergy scores: CSS=16.1, Synergy_ZIP=4.54, Synergy_Bliss=9.29, Synergy_Loewe=-16.1, Synergy_HSA=7.93. (2) Drug 1: CN(C)N=NC1=C(NC=N1)C(=O)N. Drug 2: CC1CCCC2(C(O2)CC(NC(=O)CC(C(C(=O)C(C1O)C)(C)C)O)C(=CC3=CSC(=N3)C)C)C. Cell line: OVCAR-8. Synergy scores: CSS=2.28, Synergy_ZIP=0.811, Synergy_Bliss=2.72, Synergy_Loewe=-0.912, Synergy_HSA=-0.181. (3) Drug 1: C1CC2CC3=C(CC1C24CN(S(=O)(=O)N4)CC(F)(F)F)C=CC(=C3)C=CCN5CCC(CC5)C(F)(F)F. Drug 2: CC1(CCCN1)C2=NC3=C(C=CC=C3N2)C(=O)N. Cell line: HCT116. Synergy scores: CSS=29.5, Synergy_ZIP=-0.0730, Synergy_Bliss=-2.88, Synergy_Loewe=-21.4, Synergy_HSA=-1.61. (4) Drug 1: C1CN(CCN1C(=O)CCBr)C(=O)CCBr. Drug 2: CS(=O)(=O)OCCCCOS(=O)(=O)C. Cell line: HOP-92. Synergy scores: CSS=15.2, Synergy_ZIP=-4.28, Synergy_Bliss=-2.86, Synergy_Loewe=-8.91, Synergy_HSA=-1.44. (5) Drug 1: C1=NC2=C(N=C(N=C2N1C3C(C(C(O3)CO)O)F)Cl)N. Drug 2: CCN(CC)CCNC(=O)C1=C(NC(=C1C)C=C2C3=C(C=CC(=C3)F)NC2=O)C. Cell line: IGROV1. Synergy scores: CSS=-2.37, Synergy_ZIP=-0.217, Synergy_Bliss=-5.43, Synergy_Loewe=-4.67, Synergy_HSA=-5.87.